Regression. Given two drug SMILES strings and cell line genomic features, predict the synergy score measuring deviation from expected non-interaction effect. From a dataset of NCI-60 drug combinations with 297,098 pairs across 59 cell lines. Drug 1: C1=NC(=NC(=O)N1C2C(C(C(O2)CO)O)O)N. Drug 2: C(=O)(N)NO. Cell line: MDA-MB-435. Synergy scores: CSS=21.3, Synergy_ZIP=-4.48, Synergy_Bliss=3.03, Synergy_Loewe=-14.3, Synergy_HSA=1.07.